Dataset: Retrosynthesis with 50K atom-mapped reactions and 10 reaction types from USPTO. Task: Predict the reactants needed to synthesize the given product. Given the product C[C@@H]1CCCN1CCc1ccc(-c2ccc(C(=O)O)c(S(C)(=O)=O)c2)cc1, predict the reactants needed to synthesize it. The reactants are: CS(=O)(=O)c1cc(Br)ccc1C(=O)O.C[C@@H]1CCCN1CCc1ccc(B(O)O)cc1.